Task: Predict the reactants needed to synthesize the given product.. Dataset: Full USPTO retrosynthesis dataset with 1.9M reactions from patents (1976-2016) (1) The reactants are: [CH2:1]([O:3][C:4](=[O:15])[CH:5]([CH2:11][CH:12]([CH3:14])[CH3:13])[C:6]([O:8][CH2:9][CH3:10])=[O:7])[CH3:2].[H-].[Na+].[F:18][C:19]1[CH:24]=[C:23]([N+:25]([O-:27])=[O:26])[C:22]([F:28])=[CH:21][C:20]=1F. Given the product [CH2:1]([O:3][C:4](=[O:15])[C:5]([C:20]1[CH:21]=[C:22]([F:28])[C:23]([N+:25]([O-:27])=[O:26])=[CH:24][C:19]=1[F:18])([CH2:11][CH:12]([CH3:13])[CH3:14])[C:6]([O:8][CH2:9][CH3:10])=[O:7])[CH3:2], predict the reactants needed to synthesize it. (2) Given the product [CH2:46]([N:48]1[CH:52]=[C:51](/[CH:53]=[CH:1]/[C:3]2[C:4]([O:14][CH2:15][C:16]3[CH:41]=[CH:40][C:19]([O:20][CH2:21][C:22]4[N:23]=[C:24]([C:28]5[CH:29]=[CH:30][C:31]([CH2:34][C:35]([O:37][CH2:38][CH3:39])=[O:36])=[CH:32][CH:33]=5)[O:25][C:26]=4[CH3:27])=[C:18]([O:42][CH3:43])[CH:17]=3)=[N:5][N:6]([C:8]3[CH:13]=[CH:12][CH:11]=[CH:10][CH:9]=3)[CH:7]=2)[N:50]=[CH:49]1)[CH3:47], predict the reactants needed to synthesize it. The reactants are: [CH:1]([C:3]1[C:4]([O:14][CH2:15][C:16]2[CH:41]=[CH:40][C:19]([O:20][CH2:21][C:22]3[N:23]=[C:24]([C:28]4[CH:33]=[CH:32][C:31]([CH2:34][C:35]([O:37][CH2:38][CH3:39])=[O:36])=[CH:30][CH:29]=4)[O:25][C:26]=3[CH3:27])=[C:18]([O:42][CH3:43])[CH:17]=2)=[N:5][N:6]([C:8]2[CH:13]=[CH:12][CH:11]=[CH:10][CH:9]=2)[CH:7]=1)=O.Cl.[Cl-].[CH2:46]([N:48]1[CH:52]=[C:51]([CH2:53][P+](C2C=CC=CC=2)(C2C=CC=CC=2)C2C=CC=CC=2)[N:50]=[CH:49]1)[CH3:47].C(=O)([O-])[O-].[K+].[K+].CN(C)C=O. (3) Given the product [ClH:36].[Cl:36][C:31]1[C:30]([CH3:37])=[N:29][C:28]2[N:33]([N:34]=[C:26]3[CH2:25][N:24]([C:22]([C:17]4[CH:18]=[CH:19][CH:20]=[CH:21][C:16]=4[O:15][CH:12]4[CH2:13][CH2:14][NH:9][CH2:10][CH:11]4[C:39]([F:41])([F:40])[F:42])=[O:23])[CH2:38][C:27]3=2)[C:32]=1[CH3:35], predict the reactants needed to synthesize it. The reactants are: Cl.C(OC([N:9]1[CH2:14][CH2:13][CH:12]([O:15][C:16]2[CH:21]=[CH:20][CH:19]=[CH:18][C:17]=2[C:22]([N:24]2[CH2:38][C:27]3=[C:28]4[N:33]([N:34]=[C:26]3[CH2:25]2)[C:32]([CH3:35])=[C:31]([Cl:36])[C:30]([CH3:37])=[N:29]4)=[O:23])[CH:11]([C:39]([F:42])([F:41])[F:40])[CH2:10]1)=O)(C)(C)C. (4) Given the product [CH:28]1([N:19]2[CH2:20][C:21]([F:27])([F:26])[C:22](=[O:25])[N:23]([CH3:24])[C:17]3[CH:16]=[N:15][C:14]([NH:13][C:10]4[CH:11]=[CH:12][C:7]([C:6]([NH:5][CH:3]5[CH2:4][N:1]([CH:41]([CH3:43])[CH3:40])[CH2:2]5)=[O:37])=[CH:8][C:9]=4[O:35][CH3:36])=[N:34][C:18]2=3)[CH2:33][CH2:32][CH2:31][CH2:30][CH2:29]1, predict the reactants needed to synthesize it. The reactants are: [NH:1]1[CH2:4][CH:3]([NH:5][C:6](=[O:37])[C:7]2[CH:12]=[CH:11][C:10]([NH:13][C:14]3[N:15]=[CH:16][C:17]4[N:23]([CH3:24])[C:22](=[O:25])[C:21]([F:27])([F:26])[CH2:20][N:19]([CH:28]5[CH2:33][CH2:32][CH2:31][CH2:30][CH2:29]5)[C:18]=4[N:34]=3)=[C:9]([O:35][CH3:36])[CH:8]=2)[CH2:2]1.CO.[CH3:40][C:41]([CH3:43])=O.N1C=CC=CC=1.B.